From a dataset of Reaction yield outcomes from USPTO patents with 853,638 reactions. Predict the reaction yield, written as a fraction of the theoretical maximum amount of product (1.0 means a 100% yield; for example, 0.34 means a 34% yield). (1) The yield is 0.800. The reactants are [CH:1]1([C:7](=[O:31])[CH:8]([C:25]2[CH:30]=[CH:29][CH:28]=[CH:27][CH:26]=2)[CH2:9][CH2:10][N:11]2[CH2:16][CH2:15][N:14]([C:17]3[CH:22]=[CH:21][CH:20]=[CH:19][C:18]=3[O:23][CH3:24])[CH2:13][CH2:12]2)[CH2:6][CH2:5][CH2:4][CH2:3][CH2:2]1.[H-].C([Al+]CC(C)C)C(C)C. The product is [CH:1]1([CH:7]([OH:31])[CH:8]([C:25]2[CH:26]=[CH:27][CH:28]=[CH:29][CH:30]=2)[CH2:9][CH2:10][N:11]2[CH2:12][CH2:13][N:14]([C:17]3[CH:22]=[CH:21][CH:20]=[CH:19][C:18]=3[O:23][CH3:24])[CH2:15][CH2:16]2)[CH2:6][CH2:5][CH2:4][CH2:3][CH2:2]1. The catalyst is ClCCl.C1(C)C=CC=CC=1. (2) The reactants are [CH3:1][S:2][C:3]1[C:13]2[O:12][C:11]3[CH:14]=[CH:15][CH:16]=[CH:17][C:10]=3[N:9]=[C:8]([C:18]3[CH:27]=[CH:26][C:21]([C:22]([O:24][CH3:25])=[O:23])=[CH:20][CH:19]=3)[C:7]=2[CH:6]=[CH:5][CH:4]=1.I(O)(=O)(=O)=[O:29]. The catalyst is C(#N)C.[Fe](Cl)(Cl)Cl. The product is [CH3:1][S:2]([C:3]1[C:13]2[O:12][C:11]3[CH:14]=[CH:15][CH:16]=[CH:17][C:10]=3[N:9]=[C:8]([C:18]3[CH:19]=[CH:20][C:21]([C:22]([O:24][CH3:25])=[O:23])=[CH:26][CH:27]=3)[C:7]=2[CH:6]=[CH:5][CH:4]=1)=[O:29]. The yield is 0.570. (3) The reactants are [CH2:1]([O:3][C:4]([C:6]1[C:11](=[O:12])[N:10]([CH2:13][C:14]2[CH:19]=[CH:18][CH:17]=[C:16]([F:20])[CH:15]=2)[C:9]2[CH:21]=[CH:22][S:23][C:8]=2[C:7]=1Cl)=[O:5])[CH3:2].[NH:25]1[CH2:30][CH2:29][NH:28][CH2:27][CH2:26]1. The catalyst is ClCCl. The product is [CH2:1]([O:3][C:4]([C:6]1[C:11](=[O:12])[N:10]([CH2:13][C:14]2[CH:19]=[CH:18][CH:17]=[C:16]([F:20])[CH:15]=2)[C:9]2[CH:21]=[CH:22][S:23][C:8]=2[C:7]=1[N:25]1[CH2:30][CH2:29][NH:28][CH2:27][CH2:26]1)=[O:5])[CH3:2]. The yield is 0.840. (4) The reactants are [CH2:1]([C@H:8]([NH:42]C(=O)OC(C)(C)C)[CH2:9][C@H:10]([OH:41])[C@@H:11]([NH:19][C:20](=[O:40])[C@@H:21]([N:26]1[CH2:30][CH2:29][N:28]([CH2:31][C:32]2[CH:37]=[CH:36][CH:35]=[C:34]([CH3:38])[N:33]=2)[C:27]1=[O:39])[C:22]([CH3:25])([CH3:24])[CH3:23])[CH2:12][C:13]1[CH:18]=[CH:17][CH:16]=[CH:15][CH:14]=1)[C:2]1[CH:7]=[CH:6][CH:5]=[CH:4][CH:3]=1.FC(F)(F)C(O)=O.[CH3:57][O:58][C:59]([NH:61][C@@H:62]([C:66]([CH3:69])([CH3:68])[CH3:67])[C:63]([OH:65])=O)=[O:60].CCOP(ON1N=NC2C=CC=CC=2C1=O)(OCC)=O.C(N(CC)C(C)C)(C)C. The catalyst is ClCCl.C1COCC1. The product is [CH2:1]([C@H:8]([NH:42][C:63]([C@@H:62]([NH:61][C:59](=[O:60])[O:58][CH3:57])[C:66]([CH3:69])([CH3:68])[CH3:67])=[O:65])[CH2:9][C@H:10]([OH:41])[C@@H:11]([NH:19][C:20](=[O:40])[C@@H:21]([N:26]1[CH2:30][CH2:29][N:28]([CH2:31][C:32]2[CH:37]=[CH:36][CH:35]=[C:34]([CH3:38])[N:33]=2)[C:27]1=[O:39])[C:22]([CH3:25])([CH3:24])[CH3:23])[CH2:12][C:13]1[CH:18]=[CH:17][CH:16]=[CH:15][CH:14]=1)[C:2]1[CH:3]=[CH:4][CH:5]=[CH:6][CH:7]=1. The yield is 0.230. (5) The reactants are [F:1][C:2]1[CH:3]=[C:4]([C:9]2[N:14]=[C:13]([C:15]3[N:19]4[CH:20]=[CH:21][C:22]([C:24]([CH3:34])([O:26][Si](CC)(CC)CC)[CH3:25])=[N:23][C:18]4=[N:17][CH:16]=3)[CH:12]=[CH:11][N:10]=2)[CH:5]=[CH:6][C:7]=1[F:8]. The catalyst is CCO.Cl. The product is [F:1][C:2]1[CH:3]=[C:4]([C:9]2[N:14]=[C:13]([C:15]3[N:19]4[CH:20]=[CH:21][C:22]([C:24]([OH:26])([CH3:25])[CH3:34])=[N:23][C:18]4=[N:17][CH:16]=3)[CH:12]=[CH:11][N:10]=2)[CH:5]=[CH:6][C:7]=1[F:8]. The yield is 0.330. (6) The reactants are [Cl:1][C:2]1[C:9]([O:10][CH3:11])=[C:8]([N+:12]([O-:14])=[O:13])[CH:7]=[CH:6][C:3]=1[CH:4]=[O:5].[BH4-].[Na+].O. The catalyst is CO. The product is [Cl:1][C:2]1[C:9]([O:10][CH3:11])=[C:8]([N+:12]([O-:14])=[O:13])[CH:7]=[CH:6][C:3]=1[CH2:4][OH:5]. The yield is 0.690. (7) The reactants are [CH3:1][O:2][C:3]1[CH:8]=[CH:7][C:6](/[C:9](=[N:15]/[O:16][CH2:17][C:18]2[CH:23]=[CH:22][C:21]([O:24][CH2:25][C:26]3[N:27]=[C:28]([C:32]4[CH:37]=[CH:36][CH:35]=[CH:34][CH:33]=4)[O:29][C:30]=3[CH3:31])=[CH:20][CH:19]=2)/[C:10]([O:12]CC)=[O:11])=[CH:5][CH:4]=1.Cl. The catalyst is O1CCCC1.CO.[OH-].[Na+]. The product is [CH3:1][O:2][C:3]1[CH:8]=[CH:7][C:6](/[C:9](=[N:15]/[O:16][CH2:17][C:18]2[CH:23]=[CH:22][C:21]([O:24][CH2:25][C:26]3[N:27]=[C:28]([C:32]4[CH:37]=[CH:36][CH:35]=[CH:34][CH:33]=4)[O:29][C:30]=3[CH3:31])=[CH:20][CH:19]=2)/[C:10]([OH:12])=[O:11])=[CH:5][CH:4]=1. The yield is 0.900. (8) The reactants are [OH:1][N:2]1[C:7]([CH3:9])([CH3:8])[CH2:6][CH2:5][CH2:4][C:3]1([CH3:11])[CH3:10].N(OC(C)(C)C)=O.N[C:20]1[CH:33]=[CH:32][C:23]([C:24]([C:26]2[CH:31]=[CH:30][CH:29]=[CH:28][CH:27]=2)=[O:25])=[CH:22][CH:21]=1. The catalyst is N1C=CC=CC=1.[Cu](F)F. The product is [C:24]([C:26]1[CH:31]=[CH:30][C:29]([O:1][N:2]2[C:7]([CH3:9])([CH3:8])[CH2:6][CH2:5][CH2:4][C:3]2([CH3:11])[CH3:10])=[CH:28][CH:27]=1)(=[O:25])[C:23]1[CH:32]=[CH:33][CH:20]=[CH:21][CH:22]=1. The yield is 0.806. (9) The reactants are [F:1][C:2]1[CH:11]=[CH:10][CH:9]=[C:8]2[C:3]=1[CH:4]=[CH:5][CH:6]=[C:7]2[NH:12]C(=O)C.[N+:16]([O-])([OH:18])=[O:17]. The catalyst is CC(O)=O. The product is [NH2:12][C:7]1[C:8]2[C:3](=[C:2]([F:1])[CH:11]=[CH:10][CH:9]=2)[C:4]([N+:16]([O-:18])=[O:17])=[CH:5][CH:6]=1. The yield is 0.270.